The task is: Predict the reactants needed to synthesize the given product.. This data is from Full USPTO retrosynthesis dataset with 1.9M reactions from patents (1976-2016). (1) Given the product [F:30][C:31]1[CH:36]=[CH:35][C:34]([C:9]2[C:8]([N:3]3[CH2:4][CH2:5][CH2:6][CH2:7][CH:2]3[CH3:1])=[N:17][C:16]3[C:11](=[CH:12][CH:13]=[C:14]([C:18]([O:20][CH3:21])=[O:19])[CH:15]=3)[N:10]=2)=[CH:33][CH:32]=1, predict the reactants needed to synthesize it. The reactants are: [CH3:1][CH:2]1[CH2:7][CH2:6][CH2:5][CH2:4][N:3]1[C:8]1[C:9](OS(C(F)(F)F)(=O)=O)=[N:10][C:11]2[C:16]([N:17]=1)=[CH:15][C:14]([C:18]([O:20][CH3:21])=[O:19])=[CH:13][CH:12]=2.[F:30][C:31]1[CH:36]=[CH:35][C:34](B(O)O)=[CH:33][CH:32]=1.[O-]P([O-])([O-])=O.[K+].[K+].[K+].O. (2) The reactants are: [F:1][C:2]1[CH:3]=[C:4]([C@H:13]([NH:21][C:22]([C:24]2[CH:33]=[CH:32][C:27]([C:28]([O:30]C)=[O:29])=[CH:26][N:25]=2)=[O:23])[C:14]2[C:19]([F:20])=[CH:18][CH:17]=[CH:16][N:15]=2)[CH:5]=[CH:6][C:7]=1[O:8][C:9]([F:12])([F:11])[F:10].O.[OH-].[Li+].C1COCC1. Given the product [F:1][C:2]1[CH:3]=[C:4]([C@H:13]([NH:21][C:22]([C:24]2[CH:33]=[CH:32][C:27]([C:28]([OH:30])=[O:29])=[CH:26][N:25]=2)=[O:23])[C:14]2[C:19]([F:20])=[CH:18][CH:17]=[CH:16][N:15]=2)[CH:5]=[CH:6][C:7]=1[O:8][C:9]([F:11])([F:12])[F:10], predict the reactants needed to synthesize it. (3) Given the product [C:5]1([C:8]2[C:12]([C:13]([OH:15])=[O:14])=[CH:11][O:10][N:9]=2)[CH:4]=[CH:3][CH:2]=[CH:7][CH:6]=1, predict the reactants needed to synthesize it. The reactants are: F[C:2]1[CH:7]=[CH:6][C:5]([C:8]2[C:12]([C:13]([OH:15])=[O:14])=[CH:11][O:10][N:9]=2)=[CH:4][CH:3]=1.C1(C2C(C(OC)=O)=CON=2)C=CC=CC=1.